From a dataset of Full USPTO retrosynthesis dataset with 1.9M reactions from patents (1976-2016). Predict the reactants needed to synthesize the given product. (1) Given the product [N+:1]([C:4]1[C:5]2[NH:15][CH:12]([CH2:14][OH:13])[CH2:11][O:10][C:6]=2[CH:7]=[CH:8][CH:9]=1)([O-:3])=[O:2], predict the reactants needed to synthesize it. The reactants are: [N+:1]([C:4]1[CH:9]=[CH:8][CH:7]=[C:6]([O:10][CH2:11][CH:12]2[CH2:14][O:13]2)[C:5]=1[NH2:15])([O-:3])=[O:2].[H-].[Na+]. (2) Given the product [CH3:3][CH:2]([C:4]([O:6][CH2:7][C:8]([C@@:10]12[O:33][C@H:32]([CH:34]3[CH2:35][CH2:36][CH2:37][CH2:38][CH2:39]3)[O:31][C@@H:11]1[CH2:12][C@H:13]1[C@@H:18]3[CH2:19][CH2:20][C:21]4[C@@:27]([CH3:28])([C@H:17]3[C@@H:16]([OH:29])[CH2:15][C@@:14]12[CH3:30])[CH:26]=[CH:25][C:23](=[O:24])[CH:22]=4)=[O:9])=[O:5])[CH3:1], predict the reactants needed to synthesize it. The reactants are: [CH3:1][CH:2]([C:4]([O:6][CH2:7][C:8]([C@@:10]12[O:33][C@H:32]([CH:34]3[CH2:39][CH2:38][CH2:37][CH2:36][CH2:35]3)[O:31][C@@H:11]1[CH2:12][C@H:13]1[C@@H:18]3[CH2:19][CH2:20][C:21]4[C@@:27]([CH3:28])([C@H:17]3[C@@H:16]([OH:29])[CH2:15][C@@:14]12[CH3:30])[CH:26]=[CH:25][C:23](=[O:24])[CH:22]=4)=[O:9])=[O:5])[CH3:3].CO. (3) Given the product [Br:2][CH2:14][C:11]1[CH:12]=[CH:13][C:8]([O:7][CH:6]([F:18])[F:5])=[C:9]([O:16][CH3:17])[CH:10]=1, predict the reactants needed to synthesize it. The reactants are: P(Br)(Br)[Br:2].[F:5][CH:6]([F:18])[O:7][C:8]1[CH:13]=[CH:12][C:11]([CH2:14]O)=[CH:10][C:9]=1[O:16][CH3:17]. (4) Given the product [NH2:16][C:10]1[O:11][CH2:12][C:13]([F:14])([F:15])[C@:8]([C:6]2[CH:7]=[C:2]([NH:1][C:30]([C:27]3[CH:26]=[CH:25][C:24]([C:23]#[C:22][CH:19]4[CH2:21][CH2:20]4)=[CH:29][N:28]=3)=[O:31])[CH:3]=[CH:4][C:5]=2[F:18])([CH3:17])[N:9]=1, predict the reactants needed to synthesize it. The reactants are: [NH2:1][C:2]1[CH:3]=[CH:4][C:5]([F:18])=[C:6]([C@:8]2([CH3:17])[C:13]([F:15])([F:14])[CH2:12][O:11][C:10]([NH2:16])=[N:9]2)[CH:7]=1.[CH:19]1([C:22]#[C:23][C:24]2[CH:25]=[CH:26][C:27]([C:30](O)=[O:31])=[N:28][CH:29]=2)[CH2:21][CH2:20]1. (5) Given the product [O:7]1[CH:8]=[CH:9][C:5]([CH:3]([OH:4])[CH:2]([NH:1][C:29](=[O:30])[CH2:28][CH2:27][C:21]2[CH:26]=[CH:25][CH:24]=[CH:23][CH:22]=2)[CH2:10][C:11]2[CH:16]=[CH:15][C:14]([C:17]([F:20])([F:18])[F:19])=[CH:13][CH:12]=2)=[CH:6]1, predict the reactants needed to synthesize it. The reactants are: [NH2:1][CH:2]([CH2:10][C:11]1[CH:16]=[CH:15][C:14]([C:17]([F:20])([F:19])[F:18])=[CH:13][CH:12]=1)[CH:3]([C:5]1[CH:9]=[CH:8][O:7][CH:6]=1)[OH:4].[C:21]1([CH2:27][CH2:28][C:29](Cl)=[O:30])[CH:26]=[CH:25][CH:24]=[CH:23][CH:22]=1.C(=O)([O-])O.[Na+]. (6) Given the product [CH3:10][O:11][C:12]1[CH:17]=[CH:16][CH:15]=[CH:14][C:13]=1[NH:18][C:7]([C:5]1[S:6][C:2]([C:22]2[CH:23]=[CH:24][N:19]=[CH:20][CH:21]=2)=[CH:3][CH:4]=1)=[O:8], predict the reactants needed to synthesize it. The reactants are: Br[C:2]1[S:6][C:5]([C:7](Cl)=[O:8])=[CH:4][CH:3]=1.[CH3:10][O:11][C:12]1[C:13]([NH2:18])=[CH:14][CH:15]=[CH:16][CH:17]=1.[N:19]1[CH:24]=[CH:23][C:22](B(O)O)=[CH:21][CH:20]=1.